This data is from Peptide-MHC class I binding affinity with 185,985 pairs from IEDB/IMGT. The task is: Regression. Given a peptide amino acid sequence and an MHC pseudo amino acid sequence, predict their binding affinity value. This is MHC class I binding data. The peptide sequence is NHYLCLNCL. The MHC is HLA-B15:09 with pseudo-sequence HLA-B15:09. The binding affinity (normalized) is 0.439.